The task is: Predict the product of the given reaction.. This data is from Forward reaction prediction with 1.9M reactions from USPTO patents (1976-2016). (1) Given the reactants [C:1]([C:4]1[CH:5]=[N:6][CH:7]=[CH:8][CH:9]=1)(=O)[CH3:2].[CH3:10][OH:11].[OH-:12].[Na+], predict the reaction product. The product is: [N:6]1[CH:7]=[CH:8][CH:9]=[C:4]([CH:1]([C:4]2[CH:9]=[CH:8][C:10]([OH:11])=[CH:2][C:1]=2[OH:12])[CH3:2])[CH:5]=1. (2) Given the reactants [F:1][C:2]1[CH:7]=[C:6]([O:8][CH3:9])[C:5](I)=[CH:4][C:3]=1[CH:11]1[CH2:16][CH2:15][N:14]([C:17]([O:19][C:20]([CH3:23])([CH3:22])[CH3:21])=[O:18])[CH2:13][CH2:12]1.[F:24][C:25]([F:64])([F:63])[C:26]1[CH:27]=[C:28]([C@H:36]2[O:40][C:39](=[O:41])[N:38]([CH2:42][C:43]3[CH:48]=[C:47]([C:49]([F:52])([F:51])[F:50])[CH:46]=[CH:45][C:44]=3B3OC(C)(C)C(C)(C)O3)[C@H:37]2[CH3:62])[CH:29]=[C:30]([C:32]([F:35])([F:34])[F:33])[CH:31]=1, predict the reaction product. The product is: [F:64][C:25]([F:24])([F:63])[C:26]1[CH:27]=[C:28]([C@H:36]2[O:40][C:39](=[O:41])[N:38]([CH2:42][C:43]3[CH:48]=[C:47]([C:49]([F:50])([F:51])[F:52])[CH:46]=[CH:45][C:44]=3[C:5]3[C:6]([O:8][CH3:9])=[CH:7][C:2]([F:1])=[C:3]([CH:11]4[CH2:16][CH2:15][N:14]([C:17]([O:19][C:20]([CH3:23])([CH3:22])[CH3:21])=[O:18])[CH2:13][CH2:12]4)[CH:4]=3)[C@H:37]2[CH3:62])[CH:29]=[C:30]([C:32]([F:33])([F:35])[F:34])[CH:31]=1.